Predict the reaction yield, written as a fraction of the theoretical maximum amount of product (1.0 means a 100% yield; for example, 0.34 means a 34% yield). From a dataset of Reaction yield outcomes from USPTO patents with 853,638 reactions. (1) The reactants are [Br:1][C:2]1[CH:3]=[C:4]([CH:8]([NH2:10])[CH3:9])[CH:5]=[CH:6][CH:7]=1.C(N(C(C)C)CC)(C)C.Br[CH2:21][C:22]([C:24]1[CH:29]=[CH:28][C:27]([Cl:30])=[CH:26][CH:25]=1)=[O:23]. The catalyst is ClCCl. The product is [Br:1][C:2]1[CH:3]=[C:4]([CH:8]([NH:10][CH2:21][C:22]([C:24]2[CH:29]=[CH:28][C:27]([Cl:30])=[CH:26][CH:25]=2)=[O:23])[CH3:9])[CH:5]=[CH:6][CH:7]=1. The yield is 0.740. (2) The reactants are [C:1]([C:3]1[CH:4]=[C:5]([CH:15]=[CH:16][CH:17]=1)[CH2:6]P(=O)(OCC)OCC)#[N:2].O=[C:19]1[CH2:24][CH2:23][N:22]([C:25]([O:27][C:28]([CH3:31])([CH3:30])[CH3:29])=[O:26])[CH2:21][CH2:20]1.[H-].[Na+]. The catalyst is O1CCCC1. The product is [C:1]([C:3]1[CH:4]=[C:5]([CH:15]=[CH:16][CH:17]=1)[CH:6]=[C:19]1[CH2:24][CH2:23][N:22]([C:25]([O:27][C:28]([CH3:31])([CH3:30])[CH3:29])=[O:26])[CH2:21][CH2:20]1)#[N:2]. The yield is 1.00. (3) The reactants are [Cl:1][C:2]1[CH:7]=[CH:6][C:5]([CH:8]2[CH2:10][CH:9]2[NH:11][C:12]([C:14]2[CH:36]=[CH:35][C:17]([O:18][C:19]3[CH:28]=[C:27]4[C:22]([CH:23]([C:29]([O:31]C)=[O:30])[CH2:24][CH2:25][O:26]4)=[CH:21][C:20]=3[C:33]#[N:34])=[CH:16][CH:15]=2)=[O:13])=[CH:4][CH:3]=1.O[Li].O.Cl. The catalyst is C1COCC1. The product is [Cl:1][C:2]1[CH:7]=[CH:6][C:5]([CH:8]2[CH2:10][CH:9]2[NH:11][C:12]([C:14]2[CH:15]=[CH:16][C:17]([O:18][C:19]3[CH:28]=[C:27]4[C:22]([CH:23]([C:29]([OH:31])=[O:30])[CH2:24][CH2:25][O:26]4)=[CH:21][C:20]=3[C:33]#[N:34])=[CH:35][CH:36]=2)=[O:13])=[CH:4][CH:3]=1. The yield is 0.950. (4) The reactants are [CH3:1][O:2][C:3]1[CH:8]=[CH:7][C:6]([NH:9][C:10](=[O:19])[C:11]2[CH:16]=[C:15]([F:17])[CH:14]=[CH:13][C:12]=2[NH2:18])=[CH:5][CH:4]=1.[N:20]1[CH:25]=[CH:24][C:23]([N:26]2[CH2:34][CH2:33][CH:29]([C:30]([Cl:32])=[O:31])[CH2:28][CH2:27]2)=[CH:22][CH:21]=1. No catalyst specified. The product is [ClH:32].[F:17][C:15]1[CH:14]=[CH:13][C:12]([NH:18][C:30]([CH:29]2[CH2:28][CH2:27][N:26]([C:23]3[CH:22]=[CH:21][N:20]=[CH:25][CH:24]=3)[CH2:34][CH2:33]2)=[O:31])=[C:11]([CH:16]=1)[C:10]([NH:9][C:6]1[CH:7]=[CH:8][C:3]([O:2][CH3:1])=[CH:4][CH:5]=1)=[O:19]. The yield is 0.580. (5) The reactants are Br[C:2]1[CH:3]=[C:4]2[C:8](=[CH:9][C:10]=1[Cl:11])[NH:7][CH:6]=[CH:5]2.[CH3:12][C:13]1([CH3:27])[CH2:18][O:17][B:16]([B:16]2[O:17][CH2:18][C:13]([CH3:27])([CH3:12])[CH2:14][O:15]2)[O:15][CH2:14]1.CC([O-])=O.[K+]. The catalyst is CS(C)=O. The product is [Cl:11][C:10]1[CH:9]=[C:8]2[C:4]([CH:5]=[CH:6][NH:7]2)=[CH:3][C:2]=1[B:16]1[O:17][CH2:18][C:13]([CH3:27])([CH3:12])[CH2:14][O:15]1. The yield is 0.550. (6) The reactants are [CH3:1][C:2]1[CH2:7][CH2:6][CH2:5][C:4]([CH3:9])([CH3:8])[C:3]=1/[CH:10]=[CH:11]/[C:12]([CH3:14])=O.[C:15]([CH2:17]C(O)=O)#[N:16].C([O-])(=O)C.[NH2+]1CCCCC1. The catalyst is N1C=CC=CC=1. The product is [CH3:1][C:2]1[CH2:7][CH2:6][CH2:5][C:4]([CH3:9])([CH3:8])[C:3]=1[CH:10]=[CH:11][C:12]([CH3:14])=[CH:17][C:15]#[N:16]. The yield is 0.750.